From a dataset of NCI-60 drug combinations with 297,098 pairs across 59 cell lines. Regression. Given two drug SMILES strings and cell line genomic features, predict the synergy score measuring deviation from expected non-interaction effect. (1) Drug 1: C1CCN(CC1)CCOC2=CC=C(C=C2)C(=O)C3=C(SC4=C3C=CC(=C4)O)C5=CC=C(C=C5)O. Synergy scores: CSS=-9.51, Synergy_ZIP=7.60, Synergy_Bliss=8.85, Synergy_Loewe=-3.11, Synergy_HSA=-0.261. Drug 2: C(CC(=O)O)C(=O)CN.Cl. Cell line: MDA-MB-435. (2) Drug 1: C1=C(C(=O)NC(=O)N1)N(CCCl)CCCl. Drug 2: CCC(=C(C1=CC=CC=C1)C2=CC=C(C=C2)OCCN(C)C)C3=CC=CC=C3.C(C(=O)O)C(CC(=O)O)(C(=O)O)O. Cell line: MCF7. Synergy scores: CSS=25.0, Synergy_ZIP=-3.28, Synergy_Bliss=-0.785, Synergy_Loewe=-1.13, Synergy_HSA=1.42. (3) Cell line: TK-10. Drug 1: C1CCC(CC1)NC(=O)N(CCCl)N=O. Drug 2: CCN(CC)CCCC(C)NC1=C2C=C(C=CC2=NC3=C1C=CC(=C3)Cl)OC. Synergy scores: CSS=29.9, Synergy_ZIP=-2.80, Synergy_Bliss=0.103, Synergy_Loewe=-1.97, Synergy_HSA=1.45. (4) Drug 1: CC(CN1CC(=O)NC(=O)C1)N2CC(=O)NC(=O)C2. Drug 2: CC1CCC2CC(C(=CC=CC=CC(CC(C(=O)C(C(C(=CC(C(=O)CC(OC(=O)C3CCCCN3C(=O)C(=O)C1(O2)O)C(C)CC4CCC(C(C4)OC)OCCO)C)C)O)OC)C)C)C)OC. Cell line: A549. Synergy scores: CSS=45.8, Synergy_ZIP=0.00330, Synergy_Bliss=-0.744, Synergy_Loewe=7.53, Synergy_HSA=9.09. (5) Cell line: SF-295. Drug 1: C1=CC(=CC=C1CCCC(=O)O)N(CCCl)CCCl. Synergy scores: CSS=46.3, Synergy_ZIP=-3.11, Synergy_Bliss=-2.45, Synergy_Loewe=0.668, Synergy_HSA=1.20. Drug 2: CC1=C(C(=CC=C1)Cl)NC(=O)C2=CN=C(S2)NC3=CC(=NC(=N3)C)N4CCN(CC4)CCO.